Dataset: Peptide-MHC class I binding affinity with 185,985 pairs from IEDB/IMGT. Task: Regression. Given a peptide amino acid sequence and an MHC pseudo amino acid sequence, predict their binding affinity value. This is MHC class I binding data. (1) The peptide sequence is RVNDLNRMPT. The MHC is HLA-A02:03 with pseudo-sequence HLA-A02:03. The binding affinity (normalized) is 0.328. (2) The peptide sequence is QEILDLWVY. The MHC is HLA-B40:02 with pseudo-sequence HLA-B40:02. The binding affinity (normalized) is 0.222. (3) The peptide sequence is RTCKLLGI. The MHC is Mamu-A02 with pseudo-sequence Mamu-A02. The binding affinity (normalized) is 0.464. (4) The peptide sequence is YMTLQAVTF. The MHC is HLA-B40:01 with pseudo-sequence HLA-B40:01. The binding affinity (normalized) is 0.0847. (5) The MHC is HLA-A02:03 with pseudo-sequence HLA-A02:03. The binding affinity (normalized) is 0.840. The peptide sequence is ILHCANFNV. (6) The peptide sequence is SAFNKKTFDH. The MHC is H-2-Db with pseudo-sequence H-2-Db. The binding affinity (normalized) is 0. (7) The peptide sequence is MSAEVAEL. The MHC is Mamu-A02 with pseudo-sequence Mamu-A02. The binding affinity (normalized) is 0.366. (8) The peptide sequence is ILLAELEQL. The MHC is HLA-A02:01 with pseudo-sequence HLA-A02:01. The binding affinity (normalized) is 0.604. (9) The peptide sequence is QASQEVKNW. The MHC is HLA-A02:03 with pseudo-sequence HLA-A02:03. The binding affinity (normalized) is 0.112.